Regression. Given two drug SMILES strings and cell line genomic features, predict the synergy score measuring deviation from expected non-interaction effect. From a dataset of NCI-60 drug combinations with 297,098 pairs across 59 cell lines. (1) Drug 1: CC1=C(C=C(C=C1)NC2=NC=CC(=N2)N(C)C3=CC4=NN(C(=C4C=C3)C)C)S(=O)(=O)N.Cl. Drug 2: CC(C1=C(C=CC(=C1Cl)F)Cl)OC2=C(N=CC(=C2)C3=CN(N=C3)C4CCNCC4)N. Cell line: OVCAR-8. Synergy scores: CSS=9.00, Synergy_ZIP=-0.0865, Synergy_Bliss=5.90, Synergy_Loewe=5.11, Synergy_HSA=5.16. (2) Cell line: HOP-92. Drug 1: CCC1=C2CN3C(=CC4=C(C3=O)COC(=O)C4(CC)O)C2=NC5=C1C=C(C=C5)O. Drug 2: CC1=C(C(=CC=C1)Cl)NC(=O)C2=CN=C(S2)NC3=CC(=NC(=N3)C)N4CCN(CC4)CCO. Synergy scores: CSS=6.60, Synergy_ZIP=-4.53, Synergy_Bliss=-1.44, Synergy_Loewe=-15.8, Synergy_HSA=-3.20. (3) Drug 1: CN(C)C1=NC(=NC(=N1)N(C)C)N(C)C. Drug 2: CC1C(C(CC(O1)OC2CC(CC3=C2C(=C4C(=C3O)C(=O)C5=C(C4=O)C(=CC=C5)OC)O)(C(=O)CO)O)N)O.Cl. Cell line: HOP-62. Synergy scores: CSS=34.4, Synergy_ZIP=-1.90, Synergy_Bliss=-5.49, Synergy_Loewe=-29.3, Synergy_HSA=-4.23. (4) Drug 1: CCC1=C2CN3C(=CC4=C(C3=O)COC(=O)C4(CC)O)C2=NC5=C1C=C(C=C5)O. Drug 2: CNC(=O)C1=NC=CC(=C1)OC2=CC=C(C=C2)NC(=O)NC3=CC(=C(C=C3)Cl)C(F)(F)F. Cell line: RXF 393. Synergy scores: CSS=1.52, Synergy_ZIP=2.98, Synergy_Bliss=0.272, Synergy_Loewe=-1.04, Synergy_HSA=0.114. (5) Cell line: OVCAR-8. Drug 1: CC1=C(C=C(C=C1)NC(=O)C2=CC=C(C=C2)CN3CCN(CC3)C)NC4=NC=CC(=N4)C5=CN=CC=C5. Drug 2: CN1C2=C(C=C(C=C2)N(CCCl)CCCl)N=C1CCCC(=O)O.Cl. Synergy scores: CSS=1.97, Synergy_ZIP=-1.11, Synergy_Bliss=-1.29, Synergy_Loewe=-0.754, Synergy_HSA=-0.986. (6) Drug 1: CNC(=O)C1=CC=CC=C1SC2=CC3=C(C=C2)C(=NN3)C=CC4=CC=CC=N4. Drug 2: CN(CC1=CN=C2C(=N1)C(=NC(=N2)N)N)C3=CC=C(C=C3)C(=O)NC(CCC(=O)O)C(=O)O. Cell line: KM12. Synergy scores: CSS=18.2, Synergy_ZIP=-3.43, Synergy_Bliss=-3.50, Synergy_Loewe=0.399, Synergy_HSA=0.969. (7) Drug 1: CN(C)N=NC1=C(NC=N1)C(=O)N. Drug 2: C1CN(P(=O)(OC1)NCCCl)CCCl. Cell line: RXF 393. Synergy scores: CSS=0.425, Synergy_ZIP=-0.521, Synergy_Bliss=-0.681, Synergy_Loewe=-1.69, Synergy_HSA=-1.38. (8) Drug 1: CCC1=CC2CC(C3=C(CN(C2)C1)C4=CC=CC=C4N3)(C5=C(C=C6C(=C5)C78CCN9C7C(C=CC9)(C(C(C8N6C)(C(=O)OC)O)OC(=O)C)CC)OC)C(=O)OC.C(C(C(=O)O)O)(C(=O)O)O. Drug 2: C1=NC2=C(N=C(N=C2N1C3C(C(C(O3)CO)O)F)Cl)N. Cell line: T-47D. Synergy scores: CSS=33.6, Synergy_ZIP=-4.57, Synergy_Bliss=0.585, Synergy_Loewe=-9.22, Synergy_HSA=0.830. (9) Drug 1: CC1CCC2CC(C(=CC=CC=CC(CC(C(=O)C(C(C(=CC(C(=O)CC(OC(=O)C3CCCCN3C(=O)C(=O)C1(O2)O)C(C)CC4CCC(C(C4)OC)O)C)C)O)OC)C)C)C)OC. Drug 2: C1CC(=O)NC(=O)C1N2C(=O)C3=CC=CC=C3C2=O. Cell line: CAKI-1. Synergy scores: CSS=22.1, Synergy_ZIP=-4.77, Synergy_Bliss=3.36, Synergy_Loewe=-19.7, Synergy_HSA=1.15.